Dataset: NCI-60 drug combinations with 297,098 pairs across 59 cell lines. Task: Regression. Given two drug SMILES strings and cell line genomic features, predict the synergy score measuring deviation from expected non-interaction effect. Drug 1: C1C(C(OC1N2C=NC3=C(N=C(N=C32)Cl)N)CO)O. Drug 2: C(=O)(N)NO. Cell line: COLO 205. Synergy scores: CSS=17.1, Synergy_ZIP=-0.945, Synergy_Bliss=-5.36, Synergy_Loewe=-34.1, Synergy_HSA=-6.31.